This data is from Full USPTO retrosynthesis dataset with 1.9M reactions from patents (1976-2016). The task is: Predict the reactants needed to synthesize the given product. (1) Given the product [NH:20]1[C:28]2[C:23](=[CH:24][C:25]([NH:29][C:2]3[C:3]4[C:10]5[CH2:11][CH2:12][C:13]([O:18][CH3:19])([CH2:15][O:16][CH3:17])[CH2:14][C:9]=5[S:8][C:4]=4[N:5]=[CH:6][N:7]=3)=[CH:26][CH:27]=2)[CH:22]=[N:21]1, predict the reactants needed to synthesize it. The reactants are: Cl[C:2]1[C:3]2[C:10]3[CH2:11][CH2:12][C:13]([O:18][CH3:19])([CH2:15][O:16][CH3:17])[CH2:14][C:9]=3[S:8][C:4]=2[N:5]=[CH:6][N:7]=1.[NH:20]1[C:28]2[C:23](=[CH:24][C:25]([NH2:29])=[CH:26][CH:27]=2)[CH:22]=[N:21]1. (2) Given the product [Cl:1][C:2]1[C:3]2[C:10]([CH3:11])=[CH:9][N:8]([C@@H:12]3[O:27][C@H:26]([CH2:28][OH:29])[C@@H:15]([OH:16])[C@@:13]3([CH3:39])[OH:14])[C:4]=2[N:5]=[CH:6][N:7]=1, predict the reactants needed to synthesize it. The reactants are: [Cl:1][C:2]1[C:3]2[C:10]([CH3:11])=[CH:9][N:8]([C@@H:12]3[O:27][C@H:26]([CH2:28][O:29]CC4C=CC(Cl)=CC=4Cl)[C@@H:15]([O:16]CC4C=CC(Cl)=CC=4Cl)[C@@:13]3([CH3:39])[OH:14])[C:4]=2[N:5]=[CH:6][N:7]=1.B(Cl)(Cl)Cl. (3) Given the product [CH2:13]([C:12]([C:9]1[CH:10]=[CH:11][C:6]([O:5][CH2:4][C:3]([OH:2])([CH2:25][CH3:26])[CH2:29][CH3:30])=[C:7]([CH3:23])[CH:8]=1)([C:15]1[S:16][CH:17]=[C:18]([CH3:20])[CH:19]=1)[CH2:21][CH3:22])[CH3:14], predict the reactants needed to synthesize it. The reactants are: C[O:2][C:3](=O)[CH2:4][O:5][C:6]1[CH:11]=[CH:10][C:9]([C:12]([CH2:21][CH3:22])([C:15]2[S:16][CH:17]=[C:18]([CH3:20])[CH:19]=2)[CH2:13][CH3:14])=[CH:8][C:7]=1[CH3:23].[CH2:25]([Mg]Br)[CH3:26].[CH2:29]1COC[CH2:30]1. (4) Given the product [CH2:1]([N:8]1[CH2:9][CH2:10][C:11](=[O:14])[CH:17]([C:18]([O:20][CH2:21][CH3:22])=[O:19])[CH2:12][CH2:13]1)[C:2]1[CH:7]=[CH:6][CH:5]=[CH:4][CH:3]=1, predict the reactants needed to synthesize it. The reactants are: [CH2:1]([N:8]1[CH2:13][CH2:12][C:11](=[O:14])[CH2:10][CH2:9]1)[C:2]1[CH:7]=[CH:6][CH:5]=[CH:4][CH:3]=1.[N+](=[CH:17][C:18]([O:20][CH2:21][CH3:22])=[O:19])=[N-].C(=O)(O)[O-].[Na+].